This data is from Peptide-MHC class I binding affinity with 185,985 pairs from IEDB/IMGT. The task is: Regression. Given a peptide amino acid sequence and an MHC pseudo amino acid sequence, predict their binding affinity value. This is MHC class I binding data. (1) The peptide sequence is IVTDFSVIK. The MHC is HLA-B07:02 with pseudo-sequence HLA-B07:02. The binding affinity (normalized) is 0. (2) The peptide sequence is MQIDGGEGV. The MHC is HLA-A25:01 with pseudo-sequence HLA-A25:01. The binding affinity (normalized) is 0.0847. (3) The peptide sequence is LTKDRKMLEL. The MHC is HLA-A02:01 with pseudo-sequence HLA-A02:01. The binding affinity (normalized) is 0.248. (4) The peptide sequence is IWLKLRDVY. The MHC is HLA-A30:02 with pseudo-sequence HLA-A30:02. The binding affinity (normalized) is 0.513.